This data is from Forward reaction prediction with 1.9M reactions from USPTO patents (1976-2016). The task is: Predict the product of the given reaction. (1) Given the reactants Br[C:2]1[C:7]([N+:8]([O-:10])=[O:9])=[CH:6][C:5]([Cl:11])=[CH:4][N:3]=1.[C:12]1([OH:18])[CH:17]=[CH:16][CH:15]=[CH:14][CH:13]=1.C([O-])([O-])=O.[K+].[K+], predict the reaction product. The product is: [Cl:11][C:5]1[CH:6]=[C:7]([N+:8]([O-:10])=[O:9])[C:2]([O:18][C:12]2[CH:17]=[CH:16][CH:15]=[CH:14][CH:13]=2)=[N:3][CH:4]=1. (2) Given the reactants Br[C:2]1[C:11]2[C:6](=[CH:7][CH:8]=[CH:9][CH:10]=2)[CH:5]=[N:4][CH:3]=1.C1(P(C2CCCCC2)C2C=CC=CC=2C2C(C(C)C)=CC(C(C)C)=CC=2C(C)C)CCCCC1.[NH2:46][C:47]1[CH:59]=[C:58]([CH2:60][CH2:61][C:62]2[CH:67]=[CH:66][CH:65]=[CH:64][CH:63]=2)[CH:57]=[CH:56][C:48]=1[C:49]([O:51][C:52]([CH3:55])([CH3:54])[CH3:53])=[O:50].C(=O)([O-])[O-].[Cs+].[Cs+].Cl, predict the reaction product. The product is: [CH:5]1[C:6]2[C:11](=[CH:10][CH:9]=[CH:8][CH:7]=2)[C:2]([NH:46][C:47]2[CH:59]=[C:58]([CH2:60][CH2:61][C:62]3[CH:63]=[CH:64][CH:65]=[CH:66][CH:67]=3)[CH:57]=[CH:56][C:48]=2[C:49]([O:51][C:52]([CH3:55])([CH3:54])[CH3:53])=[O:50])=[CH:3][N:4]=1. (3) Given the reactants [Cl:1][C:2]1[CH:3]=[CH:4][C:5]([O:23][CH2:24][C:25]2[CH:30]=[CH:29][C:28]([C:31]([F:34])([F:33])[F:32])=[CH:27][CH:26]=2)=[C:6]([C:8]2(O)[C:16]3[C:11](=[CH:12][C:13]([C:17]([F:20])([F:19])[F:18])=[CH:14][CH:15]=3)[NH:10][C:9]2=[O:21])[CH:7]=1.C(N(S(F)(F)[F:41])CC)C, predict the reaction product. The product is: [Cl:1][C:2]1[CH:3]=[CH:4][C:5]([O:23][CH2:24][C:25]2[CH:30]=[CH:29][C:28]([C:31]([F:34])([F:33])[F:32])=[CH:27][CH:26]=2)=[C:6]([C:8]2([F:41])[C:16]3[C:11](=[CH:12][C:13]([C:17]([F:20])([F:19])[F:18])=[CH:14][CH:15]=3)[NH:10][C:9]2=[O:21])[CH:7]=1. (4) Given the reactants [C:1](Cl)(=[O:8])[C:2]1[CH:7]=[CH:6][CH:5]=[CH:4][CH:3]=1.[C:10]1([CH:16]([NH:19][C:20]([C:22]2[CH:23]=[C:24]3[C:28](=[CH:29][CH:30]=2)[NH:27][CH:26]=[CH:25]3)=[O:21])[CH2:17][CH3:18])[CH:15]=[CH:14][CH:13]=[CH:12][CH:11]=1.CCN(CC)CC, predict the reaction product. The product is: [C:1]([N:27]1[C:28]2[C:24](=[CH:23][C:22]([C:20]([NH:19][CH:16]([C:10]3[CH:11]=[CH:12][CH:13]=[CH:14][CH:15]=3)[CH2:17][CH3:18])=[O:21])=[CH:30][CH:29]=2)[CH:25]=[CH:26]1)(=[O:8])[C:2]1[CH:7]=[CH:6][CH:5]=[CH:4][CH:3]=1. (5) Given the reactants [I:1][C:2]1[CH:11]=[C:10]2[C:5]([CH2:6][CH2:7][C:8](=[O:12])[NH:9]2)=[CH:4][CH:3]=1.[CH3:13][O:14][C:15](=[O:18])[CH2:16]Br.CI, predict the reaction product. The product is: [I:1][C:2]1[CH:11]=[C:10]2[C:5]([CH2:6][CH2:7][C:8](=[O:12])[N:9]2[CH2:16][C:15]([O:14][CH3:13])=[O:18])=[CH:4][CH:3]=1. (6) Given the reactants [Cl:1][C:2]1[C:3]([O:12][CH2:13][C:14]2([C:20]([F:23])([F:22])[F:21])[CH2:19][CH2:18][CH2:17][CH2:16][CH2:15]2)=[CH:4][C:5]([F:11])=[C:6]([CH:10]=1)[C:7]([OH:9])=[O:8].[C:24](OC(OC(O[C:24]([CH3:27])([CH3:26])[CH3:25])=O)=O)([CH3:27])([CH3:26])[CH3:25], predict the reaction product. The product is: [Cl:1][C:2]1[C:3]([O:12][CH2:13][C:14]2([C:20]([F:21])([F:22])[F:23])[CH2:19][CH2:18][CH2:17][CH2:16][CH2:15]2)=[CH:4][C:5]([F:11])=[C:6]([CH:10]=1)[C:7]([O:9][C:24]([CH3:27])([CH3:26])[CH3:25])=[O:8]. (7) Given the reactants [CH3:1][N:2]1[C@@H:11]([C@H:12]2[O:21][C:19](=[O:20])[C:18]3[C:17]([O:22][CH3:23])=[C:16]([O:24][CH3:25])[CH:15]=[CH:14][C:13]2=3)[C:10]2[C:9]([O:26][CH3:27])=[C:8]3[O:28][CH2:29][O:30][C:7]3=[CH:6][C:5]=2[CH2:4][CH2:3]1.O.[Br].N.[BrH:34], predict the reaction product. The product is: [Br:34][C:6]1[C:5]2[CH2:4][CH2:3][N:2]([CH3:1])[C@@H:11]([C@@H:12]3[C:13]4[C:18](=[C:17]([O:22][CH3:23])[C:16]([O:24][CH3:25])=[CH:15][CH:14]=4)[C:19](=[O:20])[O:21]3)[C:10]=2[C:9]([O:26][CH3:27])=[C:8]2[O:28][CH2:29][O:30][C:7]=12. (8) Given the reactants [CH2:1]([C:5]1([O:22][CH3:23])[CH2:10][CH2:9][N:8]([C:11]2[CH:21]=[CH:20][C:14]([C:15](OCC)=[O:16])=[CH:13][CH:12]=2)[CH2:7][CH2:6]1)[CH2:2][CH2:3][CH3:4].O.[NH2:25][NH2:26], predict the reaction product. The product is: [CH2:1]([C:5]1([O:22][CH3:23])[CH2:10][CH2:9][N:8]([C:11]2[CH:21]=[CH:20][C:14]([C:15]([NH:25][NH2:26])=[O:16])=[CH:13][CH:12]=2)[CH2:7][CH2:6]1)[CH2:2][CH2:3][CH3:4].